From a dataset of Full USPTO retrosynthesis dataset with 1.9M reactions from patents (1976-2016). Predict the reactants needed to synthesize the given product. (1) Given the product [F:16][C:17]1[C:30]([NH:31][N:32]=[C:7]([CH3:14])[C:8](=[O:13])[C:9]([F:12])([F:11])[F:10])=[CH:29][C:20]2[N:21]([CH2:26][C:27]#[CH:28])[C:22](=[O:25])[CH2:23][O:24][C:19]=2[CH:18]=1, predict the reactants needed to synthesize it. The reactants are: C([O-])(=O)C.[Na+].Br[C:7](Br)([CH3:14])[C:8](=[O:13])[C:9]([F:12])([F:11])[F:10].[F:16][C:17]1[C:30]([NH:31][NH2:32])=[CH:29][C:20]2[N:21]([CH2:26][C:27]#[CH:28])[C:22](=[O:25])[CH2:23][O:24][C:19]=2[CH:18]=1. (2) Given the product [CH3:21][C:12]1[NH:11][C:4]([CH3:9])=[CH:5][C:6](=[O:7])[C:13]=1[C:14]([C:16]1[S:17][CH:18]=[CH:19][CH:20]=1)=[O:15], predict the reactants needed to synthesize it. The reactants are: CC1(C)[O:7][C:6](=O)[CH:5]=[C:4]([CH3:9])O1.[NH2:11][C:12]([CH3:21])=[CH:13][C:14]([C:16]1[S:17][CH:18]=[CH:19][CH:20]=1)=[O:15]. (3) Given the product [C:7]([C:9]1[CH:10]=[C:11]([C:16]2[O:20][N:19]=[C:18]([C:21]3[CH:38]=[CH:37][C:24]4[CH2:25][CH2:26][N:27]([C:30]([O:32][C:33]([CH3:36])([CH3:35])[CH3:34])=[O:31])[CH2:28][CH2:29][C:23]=4[CH:22]=3)[N:17]=2)[CH:12]=[CH:13][C:14]=1[O:4][CH2:1][CH2:2][CH3:3])#[N:8], predict the reactants needed to synthesize it. The reactants are: [CH2:1]([OH:4])[CH2:2][CH3:3].[H-].[Na+].[C:7]([C:9]1[CH:10]=[C:11]([C:16]2[O:20][N:19]=[C:18]([C:21]3[CH:38]=[CH:37][C:24]4[CH2:25][CH2:26][N:27]([C:30]([O:32][C:33]([CH3:36])([CH3:35])[CH3:34])=[O:31])[CH2:28][CH2:29][C:23]=4[CH:22]=3)[N:17]=2)[CH:12]=[CH:13][C:14]=1F)#[N:8]. (4) Given the product [CH3:1][O:2][C:3]([C@@H:5]1[CH2:9][C@H:8]([N:22]=[N+:23]=[N-:24])[CH2:7][N:6]1[C:15]([O:17][C:18]([CH3:21])([CH3:20])[CH3:19])=[O:16])=[O:4], predict the reactants needed to synthesize it. The reactants are: [CH3:1][O:2][C:3]([C@@H:5]1[CH2:9][C@@H:8](OS(C)(=O)=O)[CH2:7][N:6]1[C:15]([O:17][C:18]([CH3:21])([CH3:20])[CH3:19])=[O:16])=[O:4].[N-:22]=[N+:23]=[N-:24].[Na+]. (5) Given the product [F:42][CH:43]([F:48])[CH:44]1[CH2:47][N:46]([CH2:2][CH2:3][O:4][C:5]2[CH:10]=[C:9]([F:11])[C:8]([C@@H:12]3[C:17]4[NH:18][C:19]5[C:24]([C:16]=4[CH2:15][C@@H:14]([CH3:25])[N:13]3[CH2:26][C:27]([F:30])([CH3:29])[CH3:28])=[CH:23][CH:22]=[CH:21][CH:20]=5)=[C:7]([F:31])[CH:6]=2)[CH2:45]1, predict the reactants needed to synthesize it. The reactants are: Br[CH2:2][CH2:3][O:4][C:5]1[CH:10]=[C:9]([F:11])[C:8]([C@@H:12]2[C:17]3[NH:18][C:19]4[C:24]([C:16]=3[CH2:15][C@@H:14]([CH3:25])[N:13]2[CH2:26][C:27]([F:30])([CH3:29])[CH3:28])=[CH:23][CH:22]=[CH:21][CH:20]=4)=[C:7]([F:31])[CH:6]=1.C(N(CC)C(C)C)(C)C.Cl.[F:42][CH:43]([F:48])[CH:44]1[CH2:47][NH:46][CH2:45]1. (6) Given the product [N+:7](/[CH:10]=[CH:5]/[CH2:4][CH2:3][CH:2]=[CH2:1])([O-:9])=[O:8], predict the reactants needed to synthesize it. The reactants are: [CH:1](=O)[CH2:2][CH2:3][CH:4]=[CH2:5].[N+:7]([CH3:10])([O-:9])=[O:8].CN(C)C(N(C)C)=N.CS(Cl)(=O)=O. (7) Given the product [Br:1][C:13]1[S:9][C:10]([C:14]2[S:15][CH:16]=[CH:17][CH:18]=2)=[CH:11][CH:12]=1, predict the reactants needed to synthesize it. The reactants are: [Br:1]N1C(=O)CCC1=O.[S:9]1[CH:13]=[CH:12][CH:11]=[C:10]1[C:14]1[S:15][CH:16]=[CH:17][CH:18]=1. (8) Given the product [CH3:1][O:2][C:3](=[O:22])[CH2:4][CH2:5][C:6]1[C:7](=[O:21])[N:8]([CH2:11][C:12]2[CH:13]=[CH:14][C:15]([NH2:18])=[CH:16][CH:17]=2)[CH2:9][CH:10]=1, predict the reactants needed to synthesize it. The reactants are: [CH3:1][O:2][C:3](=[O:22])[CH2:4][CH2:5][C:6]1[C:7](=[O:21])[N:8]([CH2:11][C:12]2[CH:17]=[CH:16][C:15]([N+:18]([O-])=O)=[CH:14][CH:13]=2)[CH2:9][CH:10]=1.C(O)(=O)C.